Dataset: Catalyst prediction with 721,799 reactions and 888 catalyst types from USPTO. Task: Predict which catalyst facilitates the given reaction. Reactant: C(OC([N:8](C(OC(C)(C)C)=O)[C:9]1[N:10]=[CH:11][C:12]([C:24]2[CH2:25][CH2:26][N:27](C(OC(C)(C)C)=O)[CH2:28][CH:29]=2)=[N:13][C:14]=1[C:15]1[N:23]=[C:18]2[CH:19]=[CH:20][CH:21]=[CH:22][N:17]2[N:16]=1)=O)(C)(C)C.C(O)(C(F)(F)F)=O. Product: [N:23]1[C:15]([C:14]2[C:9]([NH2:8])=[N:10][CH:11]=[C:12]([C:24]3[CH2:25][CH2:26][NH:27][CH2:28][CH:29]=3)[N:13]=2)=[N:16][N:17]2[CH:22]=[CH:21][CH:20]=[CH:19][C:18]=12. The catalyst class is: 2.